This data is from Full USPTO retrosynthesis dataset with 1.9M reactions from patents (1976-2016). The task is: Predict the reactants needed to synthesize the given product. Given the product [ClH:40].[CH3:37][N:3]([CH3:2])[C:4]1([C:31]2[CH:36]=[CH:35][CH:34]=[CH:33][CH:32]=2)[CH2:9][CH2:8][CH:7]([NH:10][C:11](=[O:30])[CH:12]([NH:17][C:18](=[O:29])[CH2:19][C:20]2[C:28]3[C:23](=[CH:24][CH:25]=[CH:26][CH:27]=3)[NH:22][CH:21]=2)[CH2:13][CH:14]([CH3:15])[CH3:16])[CH2:6][CH2:5]1, predict the reactants needed to synthesize it. The reactants are: Cl.[CH3:2][N:3]([CH3:37])[C:4]1([C:31]2[CH:36]=[CH:35][CH:34]=[CH:33][CH:32]=2)[CH2:9][CH2:8][CH:7]([NH:10][C:11](=[O:30])[CH:12]([NH:17][C:18](=[O:29])[CH2:19][C:20]2[C:28]3[C:23](=[CH:24][CH:25]=[CH:26][CH:27]=3)[NH:22][CH:21]=2)[CH2:13][CH:14]([CH3:16])[CH3:15])[CH2:6][CH2:5]1.C[Si](C)(C)[Cl:40].